Dataset: Catalyst prediction with 721,799 reactions and 888 catalyst types from USPTO. Task: Predict which catalyst facilitates the given reaction. (1) Reactant: Br[C:2]1[CH:3]=[C:4]([NH:9][CH:10]([C:13]2[CH:18]=[CH:17][C:16]([Cl:19])=[C:15]([CH3:20])[CH:14]=2)[CH2:11][CH3:12])[CH:5]=[CH:6][C:7]=1[CH3:8].[Li]C(C)(C)C.CN([CH:29]=[O:30])C. Product: [Cl:19][C:16]1[CH:17]=[CH:18][C:13]([CH:10]([NH:9][C:4]2[CH:5]=[CH:6][C:7]([CH3:8])=[C:2]([CH:3]=2)[CH:29]=[O:30])[CH2:11][CH3:12])=[CH:14][C:15]=1[CH3:20]. The catalyst class is: 28. (2) Reactant: CN1CCOCC1.[CH3:8][Si:9](Cl)([CH3:11])[CH3:10].[OH:13][C@@H:14]1[C@@H:19]([OH:20])[C@H:18]([OH:21])[C@@H:17]([CH2:22][OH:23])[O:16][C:15]1=[O:24].O1CCCC1. Product: [CH3:8][Si:9]([CH3:11])([CH3:10])[O:13][C@@H:14]1[C@@H:19]([O:20][Si:9]([CH3:11])([CH3:10])[CH3:8])[C@H:18]([O:21][Si:9]([CH3:11])([CH3:10])[CH3:8])[C@@H:17]([CH2:22][O:23][Si:9]([CH3:11])([CH3:10])[CH3:8])[O:16][C:15]1=[O:24]. The catalyst class is: 84. (3) Reactant: C(O)(C)C.FC(F)(F)C([NH:9][CH:10]([C:15]1[C:24]2[C:19](=[CH:20][CH:21]=[CH:22][CH:23]=2)[CH:18]=[CH:17][CH:16]=1)[C:11]([CH3:14])([OH:13])[CH3:12])=O.[OH-].[K+]. Product: [NH2:9][CH:10]([C:15]1[C:24]2[C:19](=[CH:20][CH:21]=[CH:22][CH:23]=2)[CH:18]=[CH:17][CH:16]=1)[C:11]([CH3:14])([OH:13])[CH3:12]. The catalyst class is: 8. (4) Reactant: [NH2:1][C:2]1[CH:3]=[C:4]([CH2:8][S:9]([CH2:12][CH2:13][OH:14])(=[O:11])=[O:10])[CH:5]=[CH:6][CH:7]=1.Cl[C:16]1[N:21]=[C:20]([C:22]2[CH:27]=[CH:26][CH:25]=[CH:24][C:23]=2[O:28][CH3:29])[CH:19]=[CH:18][N:17]=1. Product: [CH3:29][O:28][C:23]1[CH:24]=[CH:25][CH:26]=[CH:27][C:22]=1[C:20]1[CH:19]=[CH:18][N:17]=[C:16]([NH:1][C:2]2[CH:3]=[C:4]([CH2:8][S:9]([CH2:12][CH2:13][OH:14])(=[O:11])=[O:10])[CH:5]=[CH:6][CH:7]=2)[N:21]=1. The catalyst class is: 3. (5) Reactant: [C:1]([C:3]([C:6]1[CH:27]=[CH:26][C:9]([C:10]([NH:12][C:13]2[N:14]=[C:15]3[CH:20]=[CH:19][C:18]([C:21]([F:24])([F:23])[F:22])=[CH:17][N:16]3[CH:25]=2)=[O:11])=[CH:8][CH:7]=1)([CH3:5])[CH3:4])#[N:2]. Product: [NH2:2][CH2:1][C:3]([C:6]1[CH:7]=[CH:8][C:9]([C:10]([NH:12][C:13]2[N:14]=[C:15]3[CH:20]=[CH:19][C:18]([C:21]([F:24])([F:23])[F:22])=[CH:17][N:16]3[CH:25]=2)=[O:11])=[CH:26][CH:27]=1)([CH3:4])[CH3:5]. The catalyst class is: 547. (6) Reactant: [C:1]([O:5][C:6](=[O:34])[NH:7][C:8]1[S:9][C:10]2[CH:16]=[C:15]([CH2:17][C:18]3[CH:23]=[CH:22][C:21]([N+:24]([O-])=O)=[CH:20][CH:19]=3)[CH:14]=[C:13]([C:27]3[CH:32]=[CH:31][CH:30]=[C:29]([Cl:33])[CH:28]=3)[C:11]=2[N:12]=1)([CH3:4])([CH3:3])[CH3:2]. Product: [C:1]([O:5][C:6](=[O:34])[NH:7][C:8]1[S:9][C:10]2[CH:16]=[C:15]([CH2:17][C:18]3[CH:23]=[CH:22][C:21]([NH2:24])=[CH:20][CH:19]=3)[CH:14]=[C:13]([C:27]3[CH:32]=[CH:31][CH:30]=[C:29]([Cl:33])[CH:28]=3)[C:11]=2[N:12]=1)([CH3:4])([CH3:2])[CH3:3]. The catalyst class is: 99. (7) Reactant: [CH2:1](Br)[C:2]1[CH:7]=[CH:6][CH:5]=[CH:4][CH:3]=1.[C:9]([O:13][C:14]([NH:16][C@@H:17]([C@H:21]([OH:30])[C:22]1[CH:27]=[CH:26][C:25]([O:28][CH3:29])=[CH:24][CH:23]=1)[C:18]([OH:20])=[O:19])=[O:15])([CH3:12])([CH3:11])[CH3:10].C([O-])([O-])=O.[Cs+].[Cs+].O. Product: [C:9]([O:13][C:14]([NH:16][C@@H:17]([C@H:21]([OH:30])[C:22]1[CH:27]=[CH:26][C:25]([O:28][CH3:29])=[CH:24][CH:23]=1)[C:18]([O:20][CH2:1][C:2]1[CH:7]=[CH:6][CH:5]=[CH:4][CH:3]=1)=[O:19])=[O:15])([CH3:12])([CH3:11])[CH3:10]. The catalyst class is: 3.